The task is: Predict the reactants needed to synthesize the given product.. This data is from Full USPTO retrosynthesis dataset with 1.9M reactions from patents (1976-2016). (1) Given the product [N:1]1([CH2:10][CH2:11][N:12]2[CH2:17][CH2:16][O:15][C@H:14]([CH2:18][O:19][C:20]3[CH:27]=[CH:22][CH:23]=[CH:24][CH:25]=3)[CH2:13]2)[C:9]2[C:4](=[CH:5][CH:6]=[CH:7][CH:8]=2)[CH2:3][CH2:2]1, predict the reactants needed to synthesize it. The reactants are: [N:1]1([C:10](=O)[CH2:11][N:12]2[CH2:17][CH2:16][O:15][C@@H:14]([CH2:18][O:19][C:20]3[CH:25]=[CH:24][CH:23]=[CH:22]N=3)[CH2:13]2)[C:9]2[C:4](=[CH:5][CH:6]=[CH:7][CH:8]=2)[CH2:3][CH2:2]1.[C:27]1(O)C=CC=CC=1.C1(P(C2C=CC=CC=2)C2C=CC=CC=2)C=CC=CC=1.CCOC(/N=N/C(OCC)=O)=O. (2) Given the product [CH:12]1([C:1]2[CH:6]=[CH:5][C:4]([O:7][CH2:8][C:9]([Cl:11])=[O:10])=[CH:3][CH:2]=2)[CH2:17][CH2:18][CH2:13][CH2:14][CH2:15]1, predict the reactants needed to synthesize it. The reactants are: [C:1]1([CH3:12])[CH:6]=[CH:5][C:4]([O:7][CH2:8][C:9]([Cl:11])=[O:10])=[CH:3][CH:2]=1.[CH:13]1(C2C=CC(OCC(O)=O)=CC=2)[CH2:18][CH2:17]C[CH2:15][CH2:14]1.O=S(Cl)Cl. (3) Given the product [Br:11][C:4]1[CH:3]=[C:2]([N:18]([CH2:17][C:16]2[CH:20]=[CH:21][C:13]([F:12])=[CH:14][CH:15]=2)[CH3:19])[C:10]2[C:6]([CH:5]=1)=[N:7][O:8][N:9]=2, predict the reactants needed to synthesize it. The reactants are: Br[C:2]1[C:10]2[C:6](=[N:7][O:8][N:9]=2)[CH:5]=[C:4]([Br:11])[CH:3]=1.[F:12][C:13]1[CH:21]=[CH:20][C:16]([CH2:17][NH:18][CH3:19])=[CH:15][CH:14]=1.CN1C(=O)CCC1.CCN(C(C)C)C(C)C. (4) Given the product [CH3:1][O:2][C:3]1[CH:4]=[C:5]2[C:10](=[CH:11][C:12]=1[O:13][CH3:14])[N:9]=[CH:8][CH:7]=[C:6]2[O:15][C:16]1[C:17]([F:29])=[C:18]2[C:23](=[CH:24][CH:25]=1)[C:22]([C:26]([Cl:32])=[O:27])=[CH:21][CH:20]=[CH:19]2, predict the reactants needed to synthesize it. The reactants are: [CH3:1][O:2][C:3]1[CH:4]=[C:5]2[C:10](=[CH:11][C:12]=1[O:13][CH3:14])[N:9]=[CH:8][CH:7]=[C:6]2[O:15][C:16]1[C:17]([F:29])=[C:18]2[C:23](=[CH:24][CH:25]=1)[C:22]([C:26](O)=[O:27])=[CH:21][CH:20]=[CH:19]2.S(Cl)([Cl:32])=O. (5) Given the product [CH:1]1([CH2:7][N:8]2[C:16](=[O:17])[C:15]3[N:14]=[C:13]([C:18]4[CH:19]=[CH:23][CH:24]=[C:25](/[CH:11]=[CH:15]/[C:16]([N:49]5[CH:50]=[CH:55][N:56]=[CH:48]5)=[O:17])[CH:26]=4)[NH:12][C:11]=3[N:10]([CH2:27][CH:28]3[CH2:29][CH2:30][CH2:31][CH2:32][CH2:33]3)[C:9]2=[O:34])[CH2:2][CH2:3][CH2:4][CH2:5][CH2:6]1, predict the reactants needed to synthesize it. The reactants are: [CH:1]1([CH2:7][N:8]2[C:16](=[O:17])[C:15]3[N:14]=[C:13]([C:18]4[CH:26]=[CH:25][CH:24]=[CH:23][C:19]=4C(O)=O)[NH:12][C:11]=3[N:10]([CH2:27][CH:28]3[CH2:33][CH2:32][CH2:31][CH2:30][CH2:29]3)[C:9]2=[O:34])[CH2:6][CH2:5][CH2:4][CH2:3][CH2:2]1.C(OC(=O)C(Br)C(C1C=CC([C:48]2[NH:49][C:50]3N(CC4CCCCC4)C(=O)N(CC4CCCCC4)C(=O)[C:55]=3[N:56]=2)=CC=1)Br)C. (6) Given the product [OH:9][CH2:10][CH2:11][O:12][C:13]1[C:18]([CH3:19])=[CH:17][C:16]([C:20]2[CH:25]=[CH:24][C:23]([C:26]([O:28][CH2:1][C:2]3[CH:7]=[CH:6][CH:5]=[CH:4][CH:3]=3)=[O:27])=[CH:22][CH:21]=2)=[CH:15][C:14]=1[CH3:29], predict the reactants needed to synthesize it. The reactants are: [CH2:1](Br)[C:2]1[CH:7]=[CH:6][CH:5]=[CH:4][CH:3]=1.[OH:9][CH2:10][CH2:11][O:12][C:13]1[C:18]([CH3:19])=[CH:17][C:16]([C:20]2[CH:25]=[CH:24][C:23]([C:26]([OH:28])=[O:27])=[CH:22][CH:21]=2)=[CH:15][C:14]=1[CH3:29].C(=O)([O-])[O-].[K+].[K+].O.